This data is from Forward reaction prediction with 1.9M reactions from USPTO patents (1976-2016). The task is: Predict the product of the given reaction. (1) Given the reactants [NH2:1][C:2]1[CH:7]=[C:6](I)[C:5](I)=[CH:4][C:3]=1[NH2:10].[C:11]([Cu])#[N:12].C(N(CC(O)=O)CC(O)=O)[CH2:15][N:16](CC(O)=O)CC(O)=O, predict the reaction product. The product is: [NH2:1][C:2]1[CH:7]=[C:6]([C:15]#[N:16])[C:5]([C:11]#[N:12])=[CH:4][C:3]=1[NH2:10]. (2) Given the reactants Cl.[CH:2]([C:5]1[CH:6]=[C:7]([C:11]2([NH2:17])[CH2:16][CH2:15][CH2:14][CH2:13][CH2:12]2)[CH:8]=[CH:9][CH:10]=1)([CH3:4])[CH3:3].[OH-].[Na+].[CH2:20]([O:27][C:28]1[CH:33]=[CH:32][C:31]([CH2:34][C@H:35]([NH:39][C:40](=[O:46])[O:41][C:42]([CH3:45])([CH3:44])[CH3:43])[C@H:36]2[CH2:38][O:37]2)=[CH:30][C:29]=1[F:47])[C:21]1[CH:26]=[CH:25][CH:24]=[CH:23][CH:22]=1, predict the reaction product. The product is: [F:47][C:29]1[CH:30]=[C:31]([CH:32]=[CH:33][C:28]=1[O:27][CH2:20][C:21]1[CH:22]=[CH:23][CH:24]=[CH:25][CH:26]=1)[CH2:34][C@H:35]([NH:39][C:40](=[O:46])[O:41][C:42]([CH3:45])([CH3:43])[CH3:44])[C@H:36]([OH:37])[CH2:38][NH:17][C:11]1([C:7]2[CH:8]=[CH:9][CH:10]=[C:5]([CH:2]([CH3:4])[CH3:3])[CH:6]=2)[CH2:16][CH2:15][CH2:14][CH2:13][CH2:12]1. (3) Given the reactants C([O:4][C@H:5]1[CH2:10][CH2:9][C@H:8]([C:11]2[N:15]3[CH:16]=[CH:17][N:18]=[C:19]([CH3:20])[C:14]3=[C:13]([C:21]3[CH:26]=[CH:25][C:24]([NH:27][C:28]([C:30]4[N:31]([CH3:41])[C:32]5[C:37]([CH:38]=4)=[C:36]([O:39][CH3:40])[CH:35]=[CH:34][CH:33]=5)=[O:29])=[C:23]([O:42][CH3:43])[CH:22]=3)[N:12]=2)[CH2:7][CH2:6]1)(=O)C.[OH-].[K+].Cl, predict the reaction product. The product is: [OH:4][C@H:5]1[CH2:10][CH2:9][C@H:8]([C:11]2[N:15]3[CH:16]=[CH:17][N:18]=[C:19]([CH3:20])[C:14]3=[C:13]([C:21]3[CH:26]=[CH:25][C:24]([NH:27][C:28]([C:30]4[N:31]([CH3:41])[C:32]5[C:37]([CH:38]=4)=[C:36]([O:39][CH3:40])[CH:35]=[CH:34][CH:33]=5)=[O:29])=[C:23]([O:42][CH3:43])[CH:22]=3)[N:12]=2)[CH2:7][CH2:6]1. (4) Given the reactants [CH3:1][O:2][C:3]1[CH:4]=[C:5]([CH:9]=[CH:10][C:11]=1[C:12]([CH3:15])([CH3:14])[CH3:13])[C:6]([OH:8])=[O:7].CC([O-])=O.[Na+].[Br:21]Br, predict the reaction product. The product is: [Br:21][C:9]1[C:5]([C:6]([OH:8])=[O:7])=[CH:4][C:3]([O:2][CH3:1])=[C:11]([C:12]([CH3:15])([CH3:14])[CH3:13])[CH:10]=1. (5) The product is: [CH2:32]([C:18]1[N:19]=[C:20]([C:22]2[CH:23]=[CH:24][C:25]([C:28]([F:29])([F:31])[F:30])=[CH:26][CH:27]=2)[S:21][C:17]=1[CH2:16][O:15][C:11]1[CH:10]=[C:9]2[C:14](=[CH:13][CH:12]=1)[N:6]([CH2:5][C:4]([OH:35])=[O:3])[CH:7]=[CH:8]2)[CH2:33][CH3:34]. Given the reactants C([O:3][C:4](=[O:35])[CH2:5][N:6]1[C:14]2[C:9](=[CH:10][C:11]([O:15][CH2:16][C:17]3[S:21][C:20]([C:22]4[CH:27]=[CH:26][C:25]([C:28]([F:31])([F:30])[F:29])=[CH:24][CH:23]=4)=[N:19][C:18]=3[CH2:32][CH2:33][CH3:34])=[CH:12][CH:13]=2)[CH:8]=[CH:7]1)C.[OH-].[Na+], predict the reaction product. (6) Given the reactants [F:1][C:2]1[CH:7]=[CH:6][C:5]([C:8]([F:11])([F:10])[F:9])=[CH:4][C:3]=1[NH:12][C:13](=[O:22])[C:14]1[CH:19]=[CH:18][C:17]([CH3:20])=[C:16](I)[CH:15]=1.[CH3:23][OH:24].C(N(CC)CC)C.C1(P(C2C=CC=CC=2)CCCP(C2C=CC=CC=2)C2C=CC=CC=2)C=CC=CC=1.CN([CH:64]=[O:65])C, predict the reaction product. The product is: [F:1][C:2]1[CH:7]=[CH:6][C:5]([C:8]([F:11])([F:10])[F:9])=[CH:4][C:3]=1[NH:12][C:13]([C:14]1[CH:19]=[CH:18][C:17]([CH3:20])=[C:16]([CH:15]=1)[C:23]([O:65][CH3:64])=[O:24])=[O:22]. (7) Given the reactants [CH3:1][S:2][C:3]1[CH:8]=[CH:7][C:6]([N+:9]([O-:11])=[O:10])=[CH:5][CH:4]=1.I(O)(=O)(=O)=[O:13].S([O-])([O-])(=O)=S.[Na+].[Na+], predict the reaction product. The product is: [CH3:1][S:2]([C:3]1[CH:4]=[CH:5][C:6]([N+:9]([O-:11])=[O:10])=[CH:7][CH:8]=1)=[O:13]. (8) The product is: [O:17]=[C:13]1[CH2:12][CH2:11][C:10]2[C:15](=[CH:16][C:7]([C:1]#[N:2])=[CH:8][CH:9]=2)[NH:14]1. Given the reactants [CH3:1][N:2](C=O)C.Br[C:7]1[CH:16]=[C:15]2[C:10]([CH2:11][CH2:12][C:13](=[O:17])[NH:14]2)=[CH:9][CH:8]=1.CC1(C)C2C(=C(P(C3C=CC=CC=3)C3C=CC=CC=3)C=CC=2)OC2C(P(C3C=CC=CC=3)C3C=CC=CC=3)=CC=CC1=2.CN(CCN(C)C)C, predict the reaction product. (9) Given the reactants C([CH:3]([O-:19])[CH2:4][CH2:5][C:6]([C:17]#[N:18])([C:10]1[S:11][CH:12]=[CH:13][C:14]=1[C:15]#[N:16])[CH:7]([CH3:9])[CH3:8])C.[BH4-].[Li+].Cl, predict the reaction product. The product is: [C:17]([C:6]([C:10]1[S:11][CH:12]=[CH:13][C:14]=1[C:15]#[N:16])([CH:7]([CH3:9])[CH3:8])[CH2:5][CH2:4][CH2:3][OH:19])#[N:18]. (10) Given the reactants [OH:1][C:2]1[CH:7]=[CH:6][C:5]([C:8]([O:10][C@H:11]([CH3:18])[CH2:12][CH:13]([CH2:16][CH3:17])[CH2:14][CH3:15])=[O:9])=[CH:4][CH:3]=1, predict the reaction product. The product is: [OH:1][C:2]1[CH:3]=[CH:4][C:5]([C:8]([O:10][C@H:11]([CH3:18])[CH2:12][CH:13]([CH2:16][CH3:17])[CH2:14][CH3:15])=[O:9])=[CH:6][CH:7]=1.[CH:4]1[C:3]2[C:2](=[CH:6][C:5]([C:8]([OH:10])=[O:9])=[CH:4][CH:3]=2)[CH:7]=[CH:6][C:5]=1[C:8]([OH:10])=[O:9].